Dataset: Catalyst prediction with 721,799 reactions and 888 catalyst types from USPTO. Task: Predict which catalyst facilitates the given reaction. Reactant: [CH:1]1([N:6]2[CH2:12][C:11]3([CH2:14][CH2:13]3)[C:10](=[O:15])[N:9]([CH3:16])[C:8]3[CH:17]=[N:18][C:19]([NH:21][C:22]4[CH:30]=[CH:29][C:25]([C:26](O)=[O:27])=[CH:24][C:23]=4[F:31])=[N:20][C:7]2=3)[CH2:5][CH2:4][CH2:3][CH2:2]1.CCN(C(C)C)C(C)C.CN(C(ON1N=NC2C=CC=CC1=2)=[N+](C)C)C.[B-](F)(F)(F)F.[NH2:63][N:64]1[CH2:69][CH2:68][N:67]([CH3:70])[CH2:66][CH2:65]1. Product: [CH:1]1([N:6]2[CH2:12][C:11]3([CH2:14][CH2:13]3)[C:10](=[O:15])[N:9]([CH3:16])[C:8]3[CH:17]=[N:18][C:19]([NH:21][C:22]4[CH:30]=[CH:29][C:25]([C:26]([NH:63][N:64]5[CH2:69][CH2:68][N:67]([CH3:70])[CH2:66][CH2:65]5)=[O:27])=[CH:24][C:23]=4[F:31])=[N:20][C:7]2=3)[CH2:5][CH2:4][CH2:3][CH2:2]1. The catalyst class is: 2.